Dataset: Catalyst prediction with 721,799 reactions and 888 catalyst types from USPTO. Task: Predict which catalyst facilitates the given reaction. (1) Reactant: C(=O)([O-])O.[Na+].Cl.[NH2:7][OH:8].[CH3:9][C:10]1[N:15]=[C:14]([C:16]#[N:17])[CH:13]=[C:12]([C:18]2[CH:23]=[CH:22][CH:21]=[C:20]([Cl:24])[CH:19]=2)[N:11]=1. Product: [CH3:9][C:10]1[N:15]=[C:14]([C:16](=[N:7][OH:8])[NH2:17])[CH:13]=[C:12]([C:18]2[CH:23]=[CH:22][CH:21]=[C:20]([Cl:24])[CH:19]=2)[N:11]=1. The catalyst class is: 8. (2) Reactant: C[O:2][C:3]([C:5]1[CH:14]=[C:13]([O:15]COCC[Si](C)(C)C)[C:12]2[C:7](=[C:8]([N:26]3[CH2:32][CH2:31][CH2:30][N:29]([CH3:33])[CH2:28][CH2:27]3)[CH:9]=[C:10]([O:24][CH3:25])[CH:11]=2)[N:6]=1)=[O:4].O1CCCC1.O.[OH-].[Li+].Cl. The catalyst class is: 72. Product: [CH3:25][O:24][C:10]1[CH:11]=[C:12]2[C:7](=[C:8]([N:26]3[CH2:32][CH2:31][CH2:30][N:29]([CH3:33])[CH2:28][CH2:27]3)[CH:9]=1)[NH:6][C:5]([C:3]([OH:4])=[O:2])=[CH:14][C:13]2=[O:15]. (3) Reactant: [Br:1][C:2]1[CH:3]=[C:4]([C:8]2[CH:12]=[C:11]([NH2:13])[NH:10][N:9]=2)[CH:5]=[CH:6][CH:7]=1.[CH3:14][C:15]([O:18][C:19](O[C:19]([O:18][C:15]([CH3:17])([CH3:16])[CH3:14])=[O:20])=[O:20])([CH3:17])[CH3:16].O. Product: [Br:1][C:2]1[CH:3]=[C:4]([C:8]2[CH:12]=[C:11]([NH:13][C:19](=[O:20])[O:18][C:15]([CH3:17])([CH3:16])[CH3:14])[NH:10][N:9]=2)[CH:5]=[CH:6][CH:7]=1. The catalyst class is: 112. (4) The catalyst class is: 238. Reactant: [OH-].[Na+].[C:3]1([CH3:15])[CH:8]=[CH:7][C:6]([N:9]2[C:13]([NH2:14])=[CH:12][CH:11]=[N:10]2)=[CH:5][CH:4]=1.Cl[C:17]([O:19][CH2:20][C:21]([Cl:24])([Cl:23])[Cl:22])=[O:18]. Product: [Cl:22][C:21]([Cl:24])([Cl:23])[CH2:20][O:19][C:17](=[O:18])[NH:14][C:13]1[N:9]([C:6]2[CH:5]=[CH:4][C:3]([CH3:15])=[CH:8][CH:7]=2)[N:10]=[CH:11][CH:12]=1.